This data is from Human liver microsome stability data. The task is: Regression/Classification. Given a drug SMILES string, predict its absorption, distribution, metabolism, or excretion properties. Task type varies by dataset: regression for continuous measurements (e.g., permeability, clearance, half-life) or binary classification for categorical outcomes (e.g., BBB penetration, CYP inhibition). Dataset: hlm. (1) The drug is CCCOC(=O)N1CCN(C(=O)c2ccc3c(Cl)cc(-c4ccc(OC)cc4)nc3c2)CC1. The result is 1 (stable in human liver microsomes). (2) The compound is Nc1ncccc1-c1cc(Cc2ccc(OCc3ccncc3)nc2)no1. The result is 1 (stable in human liver microsomes). (3) The compound is CC(C)OC(=O)C1=CN(C(=O)c2ccc(OCCCN3CCN(C)CC3)cc2)CC(C)(C)c2c1[nH]c1ccccc21. The result is 1 (stable in human liver microsomes). (4) The drug is O=C(N[C@@H](Cc1c[nH]c2ccccc12)C(=O)Nc1ccncc1)c1ccc(N2CCN(S(=O)(=O)c3ccccc3)CC2)cc1F. The result is 1 (stable in human liver microsomes). (5) The drug is COc1cc2nc3ccc(Nc4cccc(OC(F)(F)F)c4)cc3c(O)c2cc1F. The result is 0 (unstable in human liver microsomes).